Dataset: Full USPTO retrosynthesis dataset with 1.9M reactions from patents (1976-2016). Task: Predict the reactants needed to synthesize the given product. Given the product [N+:17]([C:16]1[C:11]([C:4]2[CH:5]=[CH:6][N:1]=[CH:2][CH:3]=2)=[N:12][CH:13]=[CH:14][C:15]=1[NH2:20])([O-:19])=[O:18], predict the reactants needed to synthesize it. The reactants are: [N:1]1[CH:6]=[CH:5][C:4](B(O)O)=[CH:3][CH:2]=1.Cl[C:11]1[C:16]([N+:17]([O-:19])=[O:18])=[C:15]([NH2:20])[CH:14]=[CH:13][N:12]=1.C([O-])([O-])=O.[Na+].[Na+].CCOC(C)=O.